From a dataset of Catalyst prediction with 721,799 reactions and 888 catalyst types from USPTO. Predict which catalyst facilitates the given reaction. Reactant: CC([Si](C)(C)[O:6][CH2:7][CH2:8][N:9]1[CH2:14][CH2:13][CH2:12][CH2:11][N:10]1[C:15]1[C:24]2[C:19](=[CH:20][CH:21]=[CH:22][CH:23]=2)[C:18]([C:25]#[N:26])=[CH:17][CH:16]=1)(C)C.C1(C)C=CC(S([O-])(=O)=O)=CC=1.[NH+]1C=CC=CC=1. The catalyst class is: 8. Product: [OH:6][CH2:7][CH2:8][N:9]1[CH2:14][CH2:13][CH2:12][CH2:11][N:10]1[C:15]1[C:24]2[C:19](=[CH:20][CH:21]=[CH:22][CH:23]=2)[C:18]([C:25]#[N:26])=[CH:17][CH:16]=1.